This data is from Reaction yield outcomes from USPTO patents with 853,638 reactions. The task is: Predict the reaction yield, written as a fraction of the theoretical maximum amount of product (1.0 means a 100% yield; for example, 0.34 means a 34% yield). (1) The reactants are [Cl:1][C:2]1[CH:7]=[C:6]([Cl:8])[CH:5]=[CH:4][C:3]=1[C:9]1[CH:10]=[C:11]2[C@@H:22]3[CH2:23][N:24]([C:27]([O:29][C:30]([CH3:33])([CH3:32])[CH3:31])=[O:28])[CH2:25][CH2:26][C@@H:21]3[N:13]3[CH2:14][C:15](=O)[N:16]([CH3:19])[C:17]([CH:18]=1)=[C:12]23.B.C1COCC1.CC1C=CC=CC=1C.C=CCCCCCC. The yield is 0.580. The catalyst is C1COCC1. The product is [Cl:1][C:2]1[CH:7]=[C:6]([Cl:8])[CH:5]=[CH:4][C:3]=1[C:9]1[CH:10]=[C:11]2[C@@H:22]3[CH2:23][N:24]([C:27]([O:29][C:30]([CH3:33])([CH3:32])[CH3:31])=[O:28])[CH2:25][CH2:26][C@@H:21]3[N:13]3[CH2:14][CH2:15][N:16]([CH3:19])[C:17]([CH:18]=1)=[C:12]23. (2) The reactants are [CH3:1][C:2]([C:4]1[CH:13]=[CH:12][C:11]2[C:6](=[CH:7][CH:8]=[CH:9][CH:10]=2)[C:5]=1[OH:14])=[O:3].[CH3:15][O:16][C:17]1[CH:18]=[C:19]([CH:22]=[C:23]([O:27][CH3:28])[C:24]=1[O:25][CH3:26])[CH:20]=O.N1CCCCC1.N1C=CC=CC=1. The catalyst is C(O)C. The product is [CH3:28][O:27][C:23]1[CH:22]=[C:19]([CH:20]2[CH2:1][C:2](=[O:3])[C:4]3[C:5](=[C:6]4[CH:7]=[CH:8][CH:9]=[CH:10][C:11]4=[CH:12][CH:13]=3)[O:14]2)[CH:18]=[C:17]([O:16][CH3:15])[C:24]=1[O:25][CH3:26]. The yield is 0.390. (3) The reactants are [Cl:1][C:2]1[C:3]([NH:18][C:19]2[CH:27]=[CH:26][CH:25]=[CH:24][C:20]=2[C:21]([OH:23])=O)=[CH:4][C:5]([NH:8][C:9]2[N:13]([CH:14]([CH3:16])[CH3:15])[N:12]=[C:11]([CH3:17])[CH:10]=2)=[N:6][CH:7]=1.ON1C2C=CC=CC=2N=N1.CN(C)CCCN=C=NCC.Cl.[CH3:50][O:51][NH2:52].C(N(C(C)C)CC)(C)C. The catalyst is CN(C)C=O.C(O)(=O)C.O. The product is [Cl:1][C:2]1[C:3]([NH:18][C:19]2[CH:27]=[CH:26][CH:25]=[CH:24][C:20]=2[C:21]([NH:52][O:51][CH3:50])=[O:23])=[CH:4][C:5]([NH:8][C:9]2[N:13]([CH:14]([CH3:15])[CH3:16])[N:12]=[C:11]([CH3:17])[CH:10]=2)=[N:6][CH:7]=1. The yield is 0.940. (4) The reactants are [C:1]1([C:19]2[CH:24]=[CH:23][CH:22]=[CH:21][CH:20]=2)[CH:6]=[CH:5][CH:4]=[C:3]([C:7]2[C:12]([C:13]#[N:14])=[CH:11][C:10]([O:15]C)=[C:9]([O:17]C)[N:8]=2)[CH:2]=1.B(Br)(Br)Br. The catalyst is C(Cl)Cl. The product is [C:1]1([C:19]2[CH:20]=[CH:21][CH:22]=[CH:23][CH:24]=2)[CH:6]=[CH:5][CH:4]=[C:3]([C:7]2[NH:8][C:9](=[O:17])[C:10]([OH:15])=[CH:11][C:12]=2[C:13]#[N:14])[CH:2]=1. The yield is 0.130. (5) The yield is 0.590. The reactants are C1(C2C3C(=CC=CC=3)C=CC=2)C2C(=CC=CC=2)C=CC=1P1C(C)(C)CC2(OCCO2)CC1(C)C.C(N(CC)CC)C.Br[C:43]1[CH:48]=[CH:47][CH:46]=[CH:45][CH:44]=1.[CH2:49]([O:51][P:52]([O-:56])[O:53][CH2:54][CH3:55])[CH3:50]. The catalyst is C([O-])(=O)C.[Pd+2].C([O-])(=O)C.C(O)C. The product is [C:43]1([P:52](=[O:56])([O:53][CH2:54][CH3:55])[O:51][CH2:49][CH3:50])[CH:48]=[CH:47][CH:46]=[CH:45][CH:44]=1. (6) The reactants are [C:1]([C:3]1[CH:4]=[C:5]([C@H:9]2[CH2:11][C@H:10]2[CH2:12][OH:13])[CH:6]=[CH:7][CH:8]=1)#[N:2].C(Cl)(Cl)(Cl)Cl.CC#N.Cl.[OH2:23]. No catalyst specified. The product is [C:1]([C:3]1[CH:4]=[C:5]([C@H:9]2[CH2:11][C@H:10]2[C:12]([OH:23])=[O:13])[CH:6]=[CH:7][CH:8]=1)#[N:2]. The yield is 0.757.